Dataset: Peptide-MHC class II binding affinity with 134,281 pairs from IEDB. Task: Regression. Given a peptide amino acid sequence and an MHC pseudo amino acid sequence, predict their binding affinity value. This is MHC class II binding data. (1) The peptide sequence is FYVWDFAEKFKEDVI. The MHC is HLA-DPA10103-DPB10401 with pseudo-sequence HLA-DPA10103-DPB10401. The binding affinity (normalized) is 0.605. (2) The peptide sequence is EKKAFAATQFEPLAA. The MHC is HLA-DQA10401-DQB10402 with pseudo-sequence HLA-DQA10401-DQB10402. The binding affinity (normalized) is 0.675. (3) The peptide sequence is EWNVRSDVVARAMRL. The MHC is HLA-DQA10101-DQB10501 with pseudo-sequence HLA-DQA10101-DQB10501. The binding affinity (normalized) is 0.149. (4) The peptide sequence is SAIRAAPEAARSLAS. The MHC is HLA-DQA10102-DQB10602 with pseudo-sequence HLA-DQA10102-DQB10602. The binding affinity (normalized) is 0.354. (5) The peptide sequence is FVVFLVAAALGGLAA. The MHC is HLA-DPA10201-DPB10101 with pseudo-sequence HLA-DPA10201-DPB10101. The binding affinity (normalized) is 0.249. (6) The peptide sequence is NDKFTVFEGAFNKAI. The MHC is DRB3_0202 with pseudo-sequence DRB3_0202. The binding affinity (normalized) is 0.593. (7) The peptide sequence is PANDKFTVFEAAFNN. The binding affinity (normalized) is 0.423. The MHC is DRB1_0401 with pseudo-sequence DRB1_0401. (8) The peptide sequence is RGIEYIQHNGVVQES. The MHC is DRB1_1101 with pseudo-sequence DRB1_1101. The binding affinity (normalized) is 0.381.